From a dataset of Catalyst prediction with 721,799 reactions and 888 catalyst types from USPTO. Predict which catalyst facilitates the given reaction. (1) Reactant: [CH3:1][O:2][C:3]1[CH:12]=[CH:11][C:10]([N+:13]([O-])=O)=[C:9]2[C:4]=1[CH:5]=[CH:6][CH:7]=[N:8]2.[Sn](Cl)Cl. Product: [CH3:1][O:2][C:3]1[CH:12]=[CH:11][C:10]([NH2:13])=[C:9]2[C:4]=1[CH:5]=[CH:6][CH:7]=[N:8]2. The catalyst class is: 33. (2) Reactant: [H-].[Na+].[CH2:3]([O:5][C:6]1[CH:24]=[CH:23][C:9]([CH2:10][C:11]2[NH:15][C:14]3[CH:16]=[CH:17][C:18]([N+:20]([O-:22])=[O:21])=[CH:19][C:13]=3[N:12]=2)=[CH:8][CH:7]=1)[CH3:4].Cl[CH2:26][CH2:27][N:28]([CH2:31][CH3:32])[CH2:29][CH3:30]. Product: [CH2:3]([O:5][C:6]1[CH:24]=[CH:23][C:9]([CH2:10][C:11]2[N:12]([CH2:26][CH2:27][N:28]([CH2:31][CH3:32])[CH2:29][CH3:30])[C:13]3[CH:19]=[C:18]([N+:20]([O-:22])=[O:21])[CH:17]=[CH:16][C:14]=3[N:15]=2)=[CH:8][CH:7]=1)[CH3:4]. The catalyst class is: 12.